This data is from M1 muscarinic receptor antagonist screen with 61,756 compounds. The task is: Binary Classification. Given a drug SMILES string, predict its activity (active/inactive) in a high-throughput screening assay against a specified biological target. (1) The molecule is O=C(NCCCN1CCC(CC1)Cc1ccccc1)CCc1onc(n1)c1ccc(OC)cc1. The result is 0 (inactive). (2) The drug is O=C1N(C(N2C1CCC2)c1c(OC)ccc(OC)c1)c1noc(c1)C. The result is 0 (inactive). (3) The molecule is S(CCN1CCCC1)c1nc(c(c(c1C#N)C)CCC(OCC)=O)C. The result is 0 (inactive). (4) The molecule is O(c1c(C(C)C)ccc(c1)C)CCn1c2c(oc1=O)cccc2. The result is 0 (inactive). (5) The result is 0 (inactive). The drug is Brc1ccc(n2c(=O)[nH]c(N3CCC4(OCCO4)CC3)cc2=O)cc1. (6) The drug is O1c2c(N(CCCC(=O)NCc3c(OC)cccc3)C(=O)C1)cc(cc2)C. The result is 0 (inactive). (7) The drug is O=C(N)C=1C(n2[nH]c(nc2=NC1C)c1cc(OC)c(OC)c(OC)c1)c1ccncc1. The result is 0 (inactive).